Task: Predict the reactants needed to synthesize the given product.. Dataset: Full USPTO retrosynthesis dataset with 1.9M reactions from patents (1976-2016) (1) Given the product [ClH:18].[CH3:3][N:2]([CH2:4][C:5]1[C:6]([N+:15]([O-:17])=[O:16])=[C:7]([CH:12]=[CH:13][CH:14]=1)[C:8]([OH:10])=[O:9])[CH3:1], predict the reactants needed to synthesize it. The reactants are: [CH3:1][N:2]([CH2:4][C:5]1[C:6]([N+:15]([O-:17])=[O:16])=[C:7]([CH:12]=[CH:13][CH:14]=1)[C:8]([O:10]C)=[O:9])[CH3:3].[ClH:18]. (2) Given the product [CH2:51]([O:52][C:28]([NH:40][CH:14]1[CH2:13][C:9]2([CH2:10][O:11][CH2:12]2)[N:8]([C:6]([O:5][C:1]([CH3:2])([CH3:3])[CH3:4])=[O:7])[CH2:15]1)=[O:27])[C:45]1[CH:50]=[CH:49][CH:48]=[CH:47][CH:46]=1, predict the reactants needed to synthesize it. The reactants are: [C:1]([O:5][C:6]([N:8]1[CH2:15][CH:14](C(O)=O)[CH2:13][C:9]21[CH2:12][O:11][CH2:10]2)=[O:7])([CH3:4])([CH3:3])[CH3:2].P(N=[N+]=[N-])(=O)([O:27][C:28]1C=CC=CC=1)OC1C=CC=CC=1.C([N:40](CC)CC)C.[C:45]1([CH2:51][OH:52])[CH:50]=[CH:49][CH:48]=[CH:47][CH:46]=1. (3) Given the product [CH3:18][CH:16]1[CH2:15][C:14]2[NH:3][N:2]=[C:21]([C:22]3[CH:27]=[CH:26][CH:25]=[C:24]([C:28]([F:31])([F:30])[F:29])[CH:23]=3)[CH2:20][C:13]=2[C:12](=[O:11])[CH2:17]1, predict the reactants needed to synthesize it. The reactants are: Cl.[NH2:2][NH2:3].C(N(CC)CC)C.[OH:11][C:12]1[CH2:17][CH:16]([CH3:18])[CH2:15][C:14](=O)[C:13]=1[CH2:20][C:21](=O)[C:22]1[CH:27]=[CH:26][CH:25]=[C:24]([C:28]([F:31])([F:30])[F:29])[CH:23]=1.